Dataset: Reaction yield outcomes from USPTO patents with 853,638 reactions. Task: Predict the reaction yield, written as a fraction of the theoretical maximum amount of product (1.0 means a 100% yield; for example, 0.34 means a 34% yield). (1) The reactants are [CH3:1][O:2][C:3]1[CH:8]=[CH:7][C:6]([CH:9]2[CH2:14][C:13](=O)[N:12]([C:16]3[C:17]([CH3:36])=[C:18]([CH3:35])[C:19]4[O:23][C:22]([CH3:25])([CH3:24])[C@H:21]([C:26]5[CH:31]=[CH:30][C:29]([CH3:32])=[CH:28][CH:27]=5)[C:20]=4[C:33]=3[CH3:34])[C:11](=O)[CH2:10]2)=[CH:5][CH:4]=1. The catalyst is C(OCC)(=O)C.CCCCCC. The product is [CH3:1][O:2][C:3]1[CH:8]=[CH:7][C:6]([CH:9]2[CH2:10][CH2:11][N:12]([C:16]3[C:17]([CH3:36])=[C:18]([CH3:35])[C:19]4[O:23][C:22]([CH3:25])([CH3:24])[C@H:21]([C:26]5[CH:31]=[CH:30][C:29]([CH3:32])=[CH:28][CH:27]=5)[C:20]=4[C:33]=3[CH3:34])[CH2:13][CH2:14]2)=[CH:5][CH:4]=1. The yield is 0.590. (2) The reactants are [O:1]=[C:2]1[C:7]([CH2:8][C:9]2[CH:14]=[CH:13][C:12]([C:15]3[CH:20]=[CH:19][CH:18]=[CH:17][C:16]=3[C:21]3[NH:25][C:24](=[O:26])[O:23][N:22]=3)=[CH:11][CH:10]=2)=[C:6]([CH2:27][CH2:28][CH3:29])[N:5]2[N:30]=[CH:31][N:32]=[C:4]2[N:3]1[C@H:33]1[CH2:38][CH2:37][C@H:36]([O:39][CH2:40][C:41]([NH2:43])=O)[CH2:35][CH2:34]1.N1C=CC=CC=1.FC(F)(F)C(OC(=O)C(F)(F)F)=O. The catalyst is O1CCCC1.C(OCC)(=O)C. The product is [O:1]=[C:2]1[C:7]([CH2:8][C:9]2[CH:14]=[CH:13][C:12]([C:15]3[CH:20]=[CH:19][CH:18]=[CH:17][C:16]=3[C:21]3[NH:25][C:24](=[O:26])[O:23][N:22]=3)=[CH:11][CH:10]=2)=[C:6]([CH2:27][CH2:28][CH3:29])[N:5]2[N:30]=[CH:31][N:32]=[C:4]2[N:3]1[C@H:33]1[CH2:38][CH2:37][C@H:36]([O:39][CH2:40][C:41]#[N:43])[CH2:35][CH2:34]1. The yield is 0.380. (3) The reactants are [N+:1]([C:4]1[CH:9]=[CH:8][C:7]([CH2:10][N:11]2[N:15]=[CH:14][CH:13]=[N:12]2)=[CH:6][CH:5]=1)([O-])=O. The catalyst is [Pd].C(O)C. The product is [N:12]1[N:11]([CH2:10][C:7]2[CH:8]=[CH:9][C:4]([NH2:1])=[CH:5][CH:6]=2)[N:15]=[CH:14][CH:13]=1. The yield is 0.970. (4) The reactants are N1C2[C:4](=[CH:5]C=CC=2)[C:3]([C:10]2[N:11]=[C:12]3[C:18]([C:19](=[O:24])[C:20]([CH3:23])([CH3:22])[CH3:21])=[CH:17][N:16](COCC[Si](C)(C)C)[C:13]3=[N:14][CH:15]=2)=C1.C(=O)([O-])[O-].[Cs+].[Cs+].[H-].[Na+].[H][H]. The catalyst is C(#N)C.C1(C)C=CC=CC=1.CC(C)=O. The product is [CH3:22][C:20]([CH3:21])([CH3:23])[C:19]([C:18]1[C:12]2[C:13](=[N:14][CH:15]=[C:10]([C:3]3[CH:3]=[CH:10][N:11]=[C:5]([N:16]4[CH2:17][CH2:18][CH2:12][CH2:13]4)[CH:4]=3)[N:11]=2)[NH:16][CH:17]=1)=[O:24]. The yield is 0.100. (5) The reactants are [CH2:1]([C:3]1[CH:4]=[N:5][C:6]([N:9]2[CH2:14][CH2:13][CH:12]([N:15]3[C:19]4[N:20]=[CH:21][N:22]=[C:23]([NH:24][C:25]5[CH:33]=[CH:32][C:28]([C:29]([OH:31])=O)=[CH:27][C:26]=5[F:34])[C:18]=4[C:17]([F:35])=[CH:16]3)[CH2:11][CH2:10]2)=[N:7][CH:8]=1)[CH3:2].[CH3:36][NH:37][CH2:38][CH2:39][OH:40].O.ON1C2C=CC=CC=2N=N1.Cl.C(N=C=NCCCN(C)C)C.C(=O)([O-])O.[Na+]. The catalyst is ClCCl.C(N(CC)CC)C. The product is [CH2:1]([C:3]1[CH:4]=[N:5][C:6]([N:9]2[CH2:14][CH2:13][CH:12]([N:15]3[C:19]4[N:20]=[CH:21][N:22]=[C:23]([NH:24][C:25]5[CH:33]=[CH:32][C:28]([C:29]([N:37]([CH2:38][CH2:39][OH:40])[CH3:36])=[O:31])=[CH:27][C:26]=5[F:34])[C:18]=4[C:17]([F:35])=[CH:16]3)[CH2:11][CH2:10]2)=[N:7][CH:8]=1)[CH3:2]. The yield is 0.690.